Task: Regression/Classification. Given a drug SMILES string, predict its absorption, distribution, metabolism, or excretion properties. Task type varies by dataset: regression for continuous measurements (e.g., permeability, clearance, half-life) or binary classification for categorical outcomes (e.g., BBB penetration, CYP inhibition). Dataset: b3db_classification.. Dataset: Blood-brain barrier permeability classification from the B3DB database (1) The molecule is Cc1cc(C(=O)NCCc2ccc(S(=O)(=O)NC(=O)NC3CCCCC3)cc2)no1. The result is 0 (does not penetrate BBB). (2) The compound is NCCCNCCCCNCCCN. The result is 0 (does not penetrate BBB). (3) The compound is C1COC(NC(C2CC2)C2CC2)=N1. The result is 0 (does not penetrate BBB). (4) The compound is CC(C)(Oc1ccc(Cl)cc1)C(=O)NC(C(=O)N[C@H]1C(=O)N2[C@H]1SC(C)(C)[C@H]2C(=O)O)c1ccccc1. The result is 0 (does not penetrate BBB). (5) The molecule is Cc1cn(C2CC(N=[N+]=[N-])C(CO)O2)c(=O)[nH]c1=O. The result is 1 (penetrates BBB). (6) The compound is CC1(C)OC2CC3C4CCC5CC(=O)CCC5(C)C4(F)C(O)CC3(C)C2(C(=O)CO)O1. The result is 1 (penetrates BBB).